This data is from Forward reaction prediction with 1.9M reactions from USPTO patents (1976-2016). The task is: Predict the product of the given reaction. (1) Given the reactants [C:1]([C:3]1[C:8]([OH:9])=[C:7]([OH:10])[CH:6]=[C:5]([C:11]#[N:12])[C:4]=1[S:13][C:14]1[CH:22]=[CH:21][C:17]([C:18]([OH:20])=[O:19])=[CH:16][CH:15]=1)#[N:2].S(Cl)(Cl)=O.[CH3:27]O, predict the reaction product. The product is: [C:1]([C:3]1[C:8]([OH:9])=[C:7]([OH:10])[CH:6]=[C:5]([C:11]#[N:12])[C:4]=1[S:13][C:14]1[CH:22]=[CH:21][C:17]([C:18]([O:20][CH3:27])=[O:19])=[CH:16][CH:15]=1)#[N:2]. (2) Given the reactants [OH:1][CH2:2][C:3]1[CH:4]=[CH:5][C:6]([NH:10][C:11](=[O:16])[C:12]([CH3:15])([CH3:14])[CH3:13])=[N:7][C:8]=1[CH3:9].[F:17][C:18]1[CH:25]=[CH:24][C:21]([CH2:22]Br)=[CH:20][CH:19]=1, predict the reaction product. The product is: [F:17][C:18]1[CH:25]=[CH:24][C:21]([CH2:22][O:1][CH2:2][C:3]2[CH:4]=[CH:5][C:6]([NH:10][C:11](=[O:16])[C:12]([CH3:13])([CH3:15])[CH3:14])=[N:7][C:8]=2[CH3:9])=[CH:20][CH:19]=1.